Dataset: Full USPTO retrosynthesis dataset with 1.9M reactions from patents (1976-2016). Task: Predict the reactants needed to synthesize the given product. (1) Given the product [CH3:1][O:2][C:3]1[CH:4]=[C:5]2[C:10](=[CH:11][C:12]=1[O:13][CH3:14])[N:9]=[CH:8][CH:7]=[C:6]2[O:15][C:16]1[CH:22]=[CH:21][C:19]([NH:20][C:37]([NH:36][C:34](=[O:35])[C:29]2[CH:30]=[CH:31][CH:32]=[CH:33][C:28]=2[CH3:27])=[S:38])=[C:18]([F:23])[CH:17]=1, predict the reactants needed to synthesize it. The reactants are: [CH3:1][O:2][C:3]1[CH:4]=[C:5]2[C:10](=[CH:11][C:12]=1[O:13][CH3:14])[N:9]=[CH:8][CH:7]=[C:6]2[O:15][C:16]1[CH:22]=[CH:21][C:19]([NH2:20])=[C:18]([F:23])[CH:17]=1.C(O)C.[CH3:27][C:28]1[CH:33]=[CH:32][CH:31]=[CH:30][C:29]=1[C:34]([N:36]=[C:37]=[S:38])=[O:35]. (2) The reactants are: [CH3:1][C:2]1[CH:3]=[C:4]2[C:9](=[CH:10][CH:11]=1)[N:8]=[C:7](Cl)[N:6]=[C:5]2Cl.[NH2:14][C:15]1[CH:22]=[CH:21][C:18]([CH2:19][NH2:20])=[CH:17][CH:16]=1.[F:23][C:24]1[CH:25]=[C:26]([CH:30]=[C:31]([F:33])[CH:32]=1)[C:27](Cl)=[O:28].[CH3:34][NH2:35]. Given the product [F:23][C:24]1[CH:25]=[C:26]([CH:30]=[C:31]([F:33])[CH:32]=1)[C:27]([NH:14][C:15]1[CH:22]=[CH:21][C:18]([CH2:19][NH:20][C:5]2[C:4]3[C:9](=[CH:10][CH:11]=[C:2]([CH3:1])[CH:3]=3)[N:8]=[C:7]([NH:35][CH3:34])[N:6]=2)=[CH:17][CH:16]=1)=[O:28], predict the reactants needed to synthesize it. (3) Given the product [CH3:12][C:3]1[C:2]([B:16]2[O:17][C:18]([CH3:20])([CH3:19])[C:14]([CH3:30])([CH3:13])[O:15]2)=[CH:11][CH:10]=[CH:9][C:4]=1[C:5]([O:7][CH3:8])=[O:6], predict the reactants needed to synthesize it. The reactants are: Br[C:2]1[C:3]([CH3:12])=[C:4]([CH:9]=[CH:10][CH:11]=1)[C:5]([O:7][CH3:8])=[O:6].[CH3:13][C:14]1([CH3:30])[C:18]([CH3:20])([CH3:19])[O:17][B:16]([B:16]2[O:17][C:18]([CH3:20])([CH3:19])[C:14]([CH3:30])([CH3:13])[O:15]2)[O:15]1.C1(P(C2C=CC=CC=2)C2C=CC=CC=2)C=CC=CC=1.C([O-])(=O)C.[K+]. (4) The reactants are: [F:1][C:2]([F:15])([F:14])[CH2:3][O:4][C:5]1[CH:10]=[CH:9][N:8]=[C:7]([C:11](=O)[CH3:12])[CH:6]=1.[CH3:16][C:17]([S@:20]([NH2:22])=[O:21])([CH3:19])[CH3:18]. Given the product [CH3:16][C:17]([S@:20]([NH:22][CH:11]([C:7]1[CH:6]=[C:5]([O:4][CH2:3][C:2]([F:15])([F:14])[F:1])[CH:10]=[CH:9][N:8]=1)[CH3:12])=[O:21])([CH3:19])[CH3:18], predict the reactants needed to synthesize it. (5) Given the product [Br:21][C:20]([Br:24])=[CH:33][CH:31]1[CH2:32][CH:29]([CH2:25][CH:26]([CH3:28])[CH3:27])[CH2:30]1, predict the reactants needed to synthesize it. The reactants are: C1(P(C2C=CC=CC=2)C2C=CC=CC=2)C=CC=CC=1.[C:20]([Br:24])(Br)(Br)[Br:21].[CH2:25]([CH:29]1[CH2:32][CH:31]([CH:33]=O)[CH2:30]1)[CH:26]([CH3:28])[CH3:27].C(=O)([O-])[O-].[Na+].[Na+].